From a dataset of Reaction yield outcomes from USPTO patents with 853,638 reactions. Predict the reaction yield, written as a fraction of the theoretical maximum amount of product (1.0 means a 100% yield; for example, 0.34 means a 34% yield). The reactants are [CH3:1][O:2][C:3]1[CH:8]=[CH:7][C:6]([N:9]2[C:13]3([CH2:18][CH2:17][NH:16][CH2:15][CH2:14]3)[C:12](=[O:19])[NH:11][CH2:10]2)=[CH:5][CH:4]=1.C(N(C(C)C)CCN)(C)C.[C:30](O[C:30]([O:32][C:33]([CH3:36])([CH3:35])[CH3:34])=[O:31])([O:32][C:33]([CH3:36])([CH3:35])[CH3:34])=[O:31]. The catalyst is ClCCl. The product is [CH3:1][O:2][C:3]1[CH:8]=[CH:7][C:6]([N:9]2[C:13]3([CH2:18][CH2:17][N:16]([C:30]([O:32][C:33]([CH3:36])([CH3:35])[CH3:34])=[O:31])[CH2:15][CH2:14]3)[C:12](=[O:19])[NH:11][CH2:10]2)=[CH:5][CH:4]=1. The yield is 0.990.